Dataset: Forward reaction prediction with 1.9M reactions from USPTO patents (1976-2016). Task: Predict the product of the given reaction. (1) Given the reactants [O-]CC.[Na+].C1(C)C=CC=CC=1.O=[C:13]1[CH2:17][CH2:16][CH2:15][N:14]1[N:18]=[C:19]([C:24]1[CH:29]=[CH:28][CH:27]=[CH:26][N:25]=1)[CH2:20][C:21]([OH:23])=[O:22].Cl, predict the reaction product. The product is: [N:25]1[CH:26]=[CH:27][CH:28]=[CH:29][C:24]=1[C:19]1[C:20]([C:21]([OH:23])=[O:22])=[C:13]2[CH2:17][CH2:16][CH2:15][N:14]2[N:18]=1. (2) The product is: [F:20][C:21]1[CH:22]=[C:23]([CH:24]=[CH:25][C:26]=1[N+:27]([O-:29])=[O:28])[O:30][CH2:38][CH2:37][N:31]1[CH2:36][CH2:35][O:34][CH2:33][CH2:32]1. Given the reactants C1(P(C2C=CC=CC=2)C2C=CC=CC=2)C=CC=CC=1.[F:20][C:21]1[CH:22]=[C:23]([OH:30])[CH:24]=[CH:25][C:26]=1[N+:27]([O-:29])=[O:28].[N:31]1([CH2:37][CH2:38]O)[CH2:36][CH2:35][O:34][CH2:33][CH2:32]1.C1(P(=O)(C2C=CC=CC=2)C2C=CC=CC=2)C=CC=CC=1, predict the reaction product. (3) Given the reactants [CH3:1][C:2]1[O:3][CH:4]=[C:5]([C:7]([OH:9])=O)[N:6]=1.Cl.[NH2:11][CH2:12][C:13]1[CH:24]=[CH:23][C:22]([C:25]#[N:26])=[CH:21][C:14]=1[O:15][CH2:16][C:17]([NH:19][CH3:20])=[O:18], predict the reaction product. The product is: [C:25]([C:22]1[CH:23]=[CH:24][C:13]([CH2:12][NH:11][C:7]([C:5]2[N:6]=[C:2]([CH3:1])[O:3][CH:4]=2)=[O:9])=[C:14]([O:15][CH2:16][C:17](=[O:18])[NH:19][CH3:20])[CH:21]=1)#[N:26]. (4) Given the reactants [Br:1][C:2]1[CH:7]=[CH:6][C:5]([O:8][CH2:9][CH2:10][CH:11]2[CH2:16][CH2:15][NH:14][CH2:13][CH2:12]2)=[CH:4][CH:3]=1.C1([O:23][C:24]([O:26][CH2:27][C:28]([O:30][CH2:31][CH3:32])=[O:29])=O)C=CC=CC=1, predict the reaction product. The product is: [Br:1][C:2]1[CH:3]=[CH:4][C:5]([O:8][CH2:9][CH2:10][CH:11]2[CH2:12][CH2:13][N:14]([C:24]([O:26][CH2:27][C:28]([O:30][CH2:31][CH3:32])=[O:29])=[O:23])[CH2:15][CH2:16]2)=[CH:6][CH:7]=1.